Dataset: Reaction yield outcomes from USPTO patents with 853,638 reactions. Task: Predict the reaction yield, written as a fraction of the theoretical maximum amount of product (1.0 means a 100% yield; for example, 0.34 means a 34% yield). (1) The reactants are [NH2:1][C:2]1[C:3]([C:15]([NH2:17])=[O:16])=[CH:4][C:5]2[C:13]3[C:8](=[CH:9][CH:10]=[CH:11][CH:12]=3)[NH:7][C:6]=2[N:14]=1.C(=O)([O-])[O-].[Cs+].[Cs+].I[CH:25]1[CH2:28][N:27]([C:29]([O:31][C:32]([CH3:35])([CH3:34])[CH3:33])=[O:30])[CH2:26]1. The catalyst is CN(C)C=O. The product is [NH2:1][C:2]1[C:3]([C:15]([NH2:17])=[O:16])=[CH:4][C:5]2[C:13]3[C:8](=[CH:9][CH:10]=[CH:11][CH:12]=3)[N:7]([CH:25]3[CH2:26][N:27]([C:29]([O:31][C:32]([CH3:35])([CH3:34])[CH3:33])=[O:30])[CH2:28]3)[C:6]=2[N:14]=1. The yield is 0.700. (2) The reactants are [CH3:1][O:2][C:3]([C:5]1[CH:10]=[CH:9][C:8]([CH3:11])=[C:7]([S:12]([OH:15])(=[O:14])=O)[N:6]=1)=[O:4].S(Cl)(Cl)=O.[NH:20]1[CH2:25][CH2:24][CH2:23][CH2:22][CH2:21]1. The catalyst is CN(C=O)C.C(Cl)Cl. The product is [CH3:1][O:2][C:3]([C:5]1[CH:10]=[CH:9][C:8]([CH3:11])=[C:7]([S:12]([N:20]2[CH2:25][CH2:24][CH2:23][CH2:22][CH2:21]2)(=[O:14])=[O:15])[N:6]=1)=[O:4]. The yield is 0.120.